This data is from Catalyst prediction with 721,799 reactions and 888 catalyst types from USPTO. The task is: Predict which catalyst facilitates the given reaction. (1) Product: [NH2:8][CH:9]1[CH2:14][CH2:13][O:12][CH2:11][CH:10]1[C:15]([O:17][CH2:18][CH3:19])=[O:16]. Reactant: C([NH:8][CH:9]1[CH2:14][CH2:13][O:12][CH2:11][CH:10]1[C:15]([O:17][CH2:18][CH3:19])=[O:16])C1C=CC=CC=1. The catalyst class is: 14. (2) Reactant: [Br:1][C:2]1[CH:7]=[C:6]([O:8][CH3:9])[C:5]([OH:10])=[CH:4][C:3]=1[C:11](=O)[CH3:12].Cl.[N+:15]([C:18]1[CH:26]=[CH:25][C:21]([CH2:22][O:23][NH2:24])=[CH:20][CH:19]=1)([O-:17])=[O:16].N1C=CN=C1.C(OCC)(=O)C.CCCCCC. The catalyst class is: 14. Product: [N+:15]([C:18]1[CH:19]=[CH:20][C:21]([CH2:22][O:23]/[N:24]=[C:11](/[C:3]2[CH:4]=[C:5]([OH:10])[C:6]([O:8][CH3:9])=[CH:7][C:2]=2[Br:1])\[CH3:12])=[CH:25][CH:26]=1)([O-:17])=[O:16]. (3) Reactant: [Si]([O:8][CH2:9][CH2:10][CH:11]([O:36][C:37]1[CH:38]=[N:39][CH:40]=[C:41]([F:43])[CH:42]=1)[C:12]([NH:14][NH:15][C:16]1[CH:21]=[C:20]([C:22]2[CH:27]=[CH:26][N:25]=[C:24]([NH:28][C:29]3[N:30]([CH3:34])[N:31]=[CH:32][CH:33]=3)[N:23]=2)[CH:19]=[C:18]([F:35])[N:17]=1)=O)(C(C)(C)C)(C)C.C1C=CC(P(C2C=CC=CC=2)C2C=CC=CC=2)=CC=1.BrBr.CCN(C(C)C)C(C)C. Product: [F:35][C:18]1[N:17]2[C:12]([CH:11]([O:36][C:37]3[CH:38]=[N:39][CH:40]=[C:41]([F:43])[CH:42]=3)[CH2:10][CH2:9][OH:8])=[N:14][N:15]=[C:16]2[CH:21]=[C:20]([C:22]2[CH:27]=[CH:26][N:25]=[C:24]([NH:28][C:29]3[N:30]([CH3:34])[N:31]=[CH:32][CH:33]=3)[N:23]=2)[CH:19]=1. The catalyst class is: 144. (4) Reactant: [C:1]([O:5][C:6](=[O:31])[CH2:7][CH2:8][C:9]1[CH:14]=[CH:13][C:12]([O:15][CH2:16][CH2:17][C:18]2[N:19]=[C:20]([C:23]3[CH:28]=[CH:27][CH:26]=[CH:25][CH:24]=3)[O:21][CH:22]=2)=[CH:11][C:10]=1[CH:29]=[O:30])([CH3:4])([CH3:3])[CH3:2].[BH4-].[Na+]. Product: [C:1]([O:5][C:6](=[O:31])[CH2:7][CH2:8][C:9]1[CH:14]=[CH:13][C:12]([O:15][CH2:16][CH2:17][C:18]2[N:19]=[C:20]([C:23]3[CH:24]=[CH:25][CH:26]=[CH:27][CH:28]=3)[O:21][CH:22]=2)=[CH:11][C:10]=1[CH2:29][OH:30])([CH3:4])([CH3:2])[CH3:3]. The catalyst class is: 8. (5) Reactant: C1N=CN(C(N2C=NC=C2)=O)C=1.C1C=CC2N(O)N=NC=2C=1.[NH2:23][C:24]([C:26]1[CH:30]=[C:29]([C:31]2[CH:36]=[CH:35][C:34]([C:37]([OH:40])([CH3:39])[CH3:38])=[CH:33][C:32]=2[F:41])[S:28][C:27]=1[NH:42][C:43]1[N:48]=[C:47]([CH2:49][N:50]([CH2:61][C:62]([OH:64])=O)[C:51]([O:53][CH2:54][C:55]2[CH:60]=[CH:59][CH:58]=[CH:57][CH:56]=2)=[O:52])[CH:46]=[CH:45][CH:44]=1)=[O:25].[CH3:65][NH:66][CH2:67][CH2:68][OH:69].[N-]=C=O.C(O)C(N)(CO)CO. Product: [CH2:54]([O:53][C:51](=[O:52])[N:50]([CH2:49][C:47]1[CH:46]=[CH:45][CH:44]=[C:43]([NH:42][C:27]2[S:28][C:29]([C:31]3[CH:36]=[CH:35][C:34]([C:37]([OH:40])([CH3:38])[CH3:39])=[CH:33][C:32]=3[F:41])=[CH:30][C:26]=2[C:24]([NH2:23])=[O:25])[N:48]=1)[CH2:61][C:62]([N:66]([CH2:67][CH2:68][OH:69])[CH3:65])=[O:64])[C:55]1[CH:56]=[CH:57][CH:58]=[CH:59][CH:60]=1. The catalyst class is: 59. (6) Product: [C:1]([O:5][C:6](=[O:27])[NH:7][CH:8]([CH2:19][C:20]1[CH:25]=[CH:24][CH:23]=[CH:22][C:21]=1[F:26])[CH2:9][C:10]([N:12]1[CH2:16][CH2:15][CH2:14][CH:13]1[CH2:17][NH:18][S:45]([C:39]1[CH:40]=[CH:41][C:42]([O:43][CH3:44])=[C:37]([O:36][CH3:35])[CH:38]=1)(=[O:47])=[O:46])=[O:11])([CH3:4])([CH3:2])[CH3:3]. Reactant: [C:1]([O:5][C:6](=[O:27])[NH:7][CH:8]([CH2:19][C:20]1[CH:25]=[CH:24][CH:23]=[CH:22][C:21]=1[F:26])[CH2:9][C:10]([N:12]1[CH2:16][CH2:15][CH2:14][CH:13]1[CH2:17][NH2:18])=[O:11])([CH3:4])([CH3:3])[CH3:2].C(N(CC)CC)C.[CH3:35][O:36][C:37]1[CH:38]=[C:39]([S:45](Cl)(=[O:47])=[O:46])[CH:40]=[CH:41][C:42]=1[O:43][CH3:44]. The catalyst class is: 4.